Dataset: Full USPTO retrosynthesis dataset with 1.9M reactions from patents (1976-2016). Task: Predict the reactants needed to synthesize the given product. (1) Given the product [NH2:27][C:10]1[N:11]2[CH2:16][CH:15]([OH:17])[CH2:14][N:13]=[C:12]2[C:8]([C:19]2[CH:24]=[CH:23][C:22]([O:25][CH3:26])=[CH:21][CH:20]=2)([C:4]2[CH:5]=[CH:6][CH:7]=[C:2]([C:38]3[CH:39]=[N:34][CH:35]=[N:36][CH:37]=3)[CH:3]=2)[N:9]=1, predict the reactants needed to synthesize it. The reactants are: Br[C:2]1[CH:3]=[C:4]([C:8]2([C:19]3[CH:24]=[CH:23][C:22]([O:25][CH3:26])=[CH:21][CH:20]=3)[C:12]3=[N:13][CH2:14][CH:15]([OH:17])[CH2:16][N:11]3[C:10](=S)[NH:9]2)[CH:5]=[CH:6][CH:7]=1.[NH3:27].C(OO)(C)(C)C.[N:34]1[CH:39]=[C:38](B(O)O)[CH:37]=[N:36][CH:35]=1.C(=O)([O-])[O-].[K+].[K+]. (2) Given the product [Br:1][C:2]1[CH:3]=[CH:4][C:5]2[N:11]3[C:12]([C:15]([F:18])([F:17])[F:16])=[N:13][N:14]=[C:10]3[C@@H:9]([CH2:19][C:20]([OH:22])=[O:21])[O:8][C@H:7]([C:25]3[CH:30]=[CH:29][CH:28]=[C:27]([O:31][CH3:32])[C:26]=3[Cl:33])[C:6]=2[CH:34]=1, predict the reactants needed to synthesize it. The reactants are: [Br:1][C:2]1[CH:3]=[CH:4][C:5]2[N:11]3[C:12]([C:15]([F:18])([F:17])[F:16])=[N:13][N:14]=[C:10]3[C@@H:9]([CH2:19][C:20]([O:22]CC)=[O:21])[O:8][C@H:7]([C:25]3[CH:30]=[CH:29][CH:28]=[C:27]([O:31][CH3:32])[C:26]=3[Cl:33])[C:6]=2[CH:34]=1.Cl.O. (3) Given the product [CH3:18][CH:12]1[C:13](=[O:14])[NH:24][N:23]=[C:10]2[CH2:9][S:8][C:7]3[CH:20]=[CH:21][C:4]([N+:1]([O-:3])=[O:2])=[CH:5][C:6]=3[N:11]12, predict the reactants needed to synthesize it. The reactants are: [N+:1]([C:4]1[CH:21]=[CH:20][C:7]2[S:8][CH2:9][C:10](=S)[N:11]([CH:12]([CH3:18])[C:13](OCC)=[O:14])[C:6]=2[CH:5]=1)([O-:3])=[O:2].O.[NH2:23][NH2:24]. (4) Given the product [C:1](=[O:4])([O-:3])[OH:2].[CH3:5][N+:6]([CH3:9])([CH3:8])[CH3:7], predict the reactants needed to synthesize it. The reactants are: [C:1](=[O:3])=[O:2].[OH-:4].[CH3:5][N+:6]([CH3:9])([CH3:8])[CH3:7]. (5) Given the product [CH3:49][O:48][C:46]([N:33]1[CH2:34][C:31]([C:28]2[CH:29]=[CH:30][C:25]([N:9]3[C:10](=[O:24])[CH2:11][C:12]4[C:17](=[CH:16][C:15]([O:18][CH:19]([CH3:20])[CH3:21])=[C:14]([O:22][CH3:23])[CH:13]=4)[C@@H:8]3[C:5]3[CH:6]=[CH:7][C:2]([Cl:1])=[CH:3][CH:4]=3)=[CH:26][CH:27]=2)([OH:35])[CH2:32]1)=[O:47], predict the reactants needed to synthesize it. The reactants are: [Cl:1][C:2]1[CH:7]=[CH:6][C:5]([C@H:8]2[C:17]3[C:12](=[CH:13][C:14]([O:22][CH3:23])=[C:15]([O:18][CH:19]([CH3:21])[CH3:20])[CH:16]=3)[CH2:11][C:10](=[O:24])[N:9]2[C:25]2[CH:30]=[CH:29][C:28]([C:31]3([OH:35])[CH2:34][NH:33][CH2:32]3)=[CH:27][CH:26]=2)=[CH:4][CH:3]=1.CCN(C(C)C)C(C)C.Cl[C:46]([O:48][CH3:49])=[O:47].